This data is from Peptide-MHC class II binding affinity with 134,281 pairs from IEDB. The task is: Regression. Given a peptide amino acid sequence and an MHC pseudo amino acid sequence, predict their binding affinity value. This is MHC class II binding data. (1) The peptide sequence is NNRIWLQFAKLTGFT. The MHC is DRB1_1101 with pseudo-sequence DRB1_1101. The binding affinity (normalized) is 0.841. (2) The peptide sequence is EISTNIRQAGVQYSR. The MHC is DRB1_1302 with pseudo-sequence DRB1_1302. The binding affinity (normalized) is 0.325. (3) The peptide sequence is GSCWAFSGVAATESA. The MHC is HLA-DPA10201-DPB10501 with pseudo-sequence HLA-DPA10201-DPB10501. The binding affinity (normalized) is 0.0988. (4) The peptide sequence is SSVFNVVNSSIGLIM. The MHC is DRB1_1501 with pseudo-sequence DRB1_1501. The binding affinity (normalized) is 0.469. (5) The peptide sequence is VPRRGPRGGPGRSYA. The MHC is HLA-DQA10104-DQB10503 with pseudo-sequence HLA-DQA10104-DQB10503. The binding affinity (normalized) is 0. (6) The MHC is DRB5_0101 with pseudo-sequence DRB5_0101. The binding affinity (normalized) is 0.748. The peptide sequence is GELQIVDKIDAAFKL. (7) The peptide sequence is VCKHTYVDRGWGNGC. The MHC is DRB1_0101 with pseudo-sequence DRB1_0101. The binding affinity (normalized) is 0.264.